From a dataset of Forward reaction prediction with 1.9M reactions from USPTO patents (1976-2016). Predict the product of the given reaction. Given the reactants C([Li])CCC.[CH3:6][C:7]([CH3:36])([CH2:34][CH3:35])[CH2:8][C:9]1[N:10]=[C:11]([CH3:33])[N:12]([C:14]([C:27]2[CH:32]=[CH:31][CH:30]=[CH:29][CH:28]=2)([C:21]2[CH:26]=[CH:25][CH:24]=[CH:23][CH:22]=2)[C:15]2[CH:20]=[CH:19][CH:18]=[CH:17][CH:16]=2)[CH:13]=1.[F:37][C:38]1[CH:39]=[CH:40][C:41]([C:44]2[CH:55]=[CH:54][C:47]([C:48](N(OC)C)=[O:49])=[CH:46][CH:45]=2)=[N:42][CH:43]=1, predict the reaction product. The product is: [CH3:6][C:7]([CH3:36])([CH2:34][CH3:35])[CH2:8][C:9]1[N:10]=[C:11]([CH2:33][C:48]([C:47]2[CH:46]=[CH:45][C:44]([C:41]3[CH:40]=[CH:39][C:38]([F:37])=[CH:43][N:42]=3)=[CH:55][CH:54]=2)=[O:49])[N:12]([C:14]([C:27]2[CH:32]=[CH:31][CH:30]=[CH:29][CH:28]=2)([C:21]2[CH:22]=[CH:23][CH:24]=[CH:25][CH:26]=2)[C:15]2[CH:20]=[CH:19][CH:18]=[CH:17][CH:16]=2)[CH:13]=1.